Dataset: Reaction yield outcomes from USPTO patents with 853,638 reactions. Task: Predict the reaction yield, written as a fraction of the theoretical maximum amount of product (1.0 means a 100% yield; for example, 0.34 means a 34% yield). (1) The reactants are [CH:1]1([C:4]([N:6]2[CH2:11][CH2:10][N:9]([C:12]([C:14]3[CH:15]=[C:16]([CH:19]=[CH:20][CH:21]=3)C=O)=[O:13])[CH2:8][CH2:7]2)=[O:5])[CH2:3][CH2:2]1.[CH:22](=[N:29]/[C:30]1[CH:38]=[CH:37][CH:36]=C2C=1COC2=O)\[C:23]1[CH:28]=[CH:27][CH:26]=[CH:25][CH:24]=1.[CH3:40][O-:41].[Na+].[CH3:43]O.[C:45]([O:49][CH2:50]C)(=[O:48])[CH2:46][CH3:47]. No catalyst specified. The product is [CH:1]1([C:4]([N:6]2[CH2:7][CH2:8][N:9]([C:12]([C:14]3[CH:15]=[C:16]([CH:43]4[C:40](=[O:41])[C:47]5[C:46]([C:45]([O:49][CH3:50])=[O:48])=[CH:36][CH:37]=[CH:38][C:30]=5[NH:29][CH:22]4[C:23]4[CH:24]=[CH:25][CH:26]=[CH:27][CH:28]=4)[CH:19]=[CH:20][CH:21]=3)=[O:13])[CH2:10][CH2:11]2)=[O:5])[CH2:2][CH2:3]1. The yield is 0.120. (2) The reactants are [CH3:1][C:2]([O:5][C:6]([C:8]1[CH:9]=[C:10]([F:32])[C:11]([CH3:31])=[C:12]([C:14]2[C:15]([C:28]([OH:30])=O)=[CH:16][C:17]([C:20]([NH:22][CH2:23][C:24]([CH3:27])([CH3:26])[CH3:25])=[O:21])=[CH:18][CH:19]=2)[CH:13]=1)=[O:7])([CH3:4])[CH3:3].C(Cl)CCl.C1C=CC2N(O)N=[N:43]C=2C=1.CCN(CC)CC.N. The catalyst is C(Cl)Cl. The product is [NH2:43][C:28]([C:15]1[CH:16]=[C:17]([C:20]([NH:22][CH2:23][C:24]([CH3:27])([CH3:25])[CH3:26])=[O:21])[CH:18]=[CH:19][C:14]=1[C:12]1[C:11]([CH3:31])=[C:10]([F:32])[CH:9]=[C:8]([C:6]([O:5][C:2]([CH3:1])([CH3:3])[CH3:4])=[O:7])[CH:13]=1)=[O:30]. The yield is 0.280. (3) The reactants are [CH3:1][C:2]([C:4]1[CH:12]=[CH:11][C:9]([OH:10])=[C:6]([O:7][CH3:8])[CH:5]=1)=[O:3].C(=O)([O-])[O-].[K+].[K+].[CH2:19]([O:21][C:22](=[O:27])[CH2:23][CH2:24][CH2:25]Br)[CH3:20].O. The catalyst is CN(C)C=O. The product is [C:2]([C:4]1[CH:12]=[CH:11][C:9]([O:10][CH2:25][CH2:24][CH2:23][C:22]([O:21][CH2:19][CH3:20])=[O:27])=[C:6]([O:7][CH3:8])[CH:5]=1)(=[O:3])[CH3:1]. The yield is 0.980.